The task is: Predict the reactants needed to synthesize the given product.. This data is from Full USPTO retrosynthesis dataset with 1.9M reactions from patents (1976-2016). (1) Given the product [I:1][C:2]1[CH:3]=[C:4]([S:8]([NH:13][CH2:14][C:15]([NH2:17])=[O:16])(=[O:10])=[O:9])[CH:5]=[CH:6][CH:7]=1, predict the reactants needed to synthesize it. The reactants are: [I:1][C:2]1[CH:3]=[C:4]([S:8](Cl)(=[O:10])=[O:9])[CH:5]=[CH:6][CH:7]=1.Cl.[NH2:13][CH2:14][C:15]([NH2:17])=[O:16].C(N(C(C)C)CC)(C)C. (2) Given the product [CH:14]1([C:11]2[CH:12]=[CH:13][C:8]([C:5]3[N:6]=[N:7][C:2]([NH2:1])=[CH:3][CH:4]=3)=[C:9]([F:19])[C:10]=2[O:18][C:21]2[N:26]=[CH:25][CH:24]=[CH:23][N:22]=2)[CH2:15][CH2:16][CH2:17]1, predict the reactants needed to synthesize it. The reactants are: [NH2:1][C:2]1[N:7]=[N:6][C:5]([C:8]2[C:9]([F:19])=[C:10]([OH:18])[C:11]([CH:14]3[CH2:17][CH2:16][CH2:15]3)=[CH:12][CH:13]=2)=[CH:4][CH:3]=1.Cl[C:21]1[N:26]=[CH:25][CH:24]=[CH:23][N:22]=1. (3) Given the product [Cl:15][C:16]1[CH:17]=[C:18]([NH:33][C:34]2[C:35]3[N:42]([CH2:43]/[CH:44]=[CH:45]/[CH2:46][OH:47])[CH:41]=[CH:40][C:36]=3[N:37]=[CH:38][N:39]=2)[CH:19]=[CH:20][C:21]=1[O:22][C:23]1[CH:28]=[CH:27][CH:26]=[C:25]([C:29]([F:32])([F:31])[F:30])[CH:24]=1, predict the reactants needed to synthesize it. The reactants are: [H-].COCCO[Al+]OCCOC.[Na+].[H-].[Cl:15][C:16]1[CH:17]=[C:18]([NH:33][C:34]2[C:35]3[N:42]([CH2:43][C:44]#[C:45][CH2:46][OH:47])[CH:41]=[CH:40][C:36]=3[N:37]=[CH:38][N:39]=2)[CH:19]=[CH:20][C:21]=1[O:22][C:23]1[CH:28]=[CH:27][CH:26]=[C:25]([C:29]([F:32])([F:31])[F:30])[CH:24]=1.C(=O)([O-])[O-].[K+].[K+]. (4) Given the product [CH3:6][Si:7]([CH3:14])([CH3:13])[N-:8][Si:9]([CH3:12])([CH3:11])[CH3:10].[Li+:5], predict the reactants needed to synthesize it. The reactants are: C([Li:5])CCC.[CH3:6][Si:7]([CH3:14])([CH3:13])[NH:8][Si:9]([CH3:12])([CH3:11])[CH3:10]. (5) Given the product [CH3:1][O:2][C:3]1[CH:4]=[CH:5][C:6]([CH2:7][O:8][C@@H:9]2[C@@H:17]([CH2:18][CH:19]=[O:20])[O:16][C@H:15]3[C@H:11]([N:12]=[C:13]([N:22]([CH3:24])[CH3:23])[S:14]3)[C@H:10]2[O:25][CH2:26][C:27]2[CH:28]=[CH:29][C:30]([O:33][CH3:34])=[CH:31][CH:32]=2)=[CH:35][CH:36]=1, predict the reactants needed to synthesize it. The reactants are: [CH3:1][O:2][C:3]1[CH:36]=[CH:35][C:6]([CH2:7][O:8][C@@H:9]2[C@@H:17](/[CH:18]=[CH:19]/[O:20]C)[O:16][C@H:15]3[C@H:11]([N:12]=[C:13]([N:22]([CH3:24])[CH3:23])[S:14]3)[C@H:10]2[O:25][CH2:26][C:27]2[CH:32]=[CH:31][C:30]([O:33][CH3:34])=[CH:29][CH:28]=2)=[CH:5][CH:4]=1.[I-].[K+]. (6) Given the product [CH3:15][O:1][CH:2]1[CH2:3][CH2:4][CH:5]([C:8]([O:10][CH2:11][CH3:12])=[O:9])[CH2:6][CH2:7]1, predict the reactants needed to synthesize it. The reactants are: [OH:1][CH:2]1[CH2:7][CH2:6][CH:5]([C:8]([O:10][CH2:11][CH3:12])=[O:9])[CH2:4][CH2:3]1.[H-].[Na+].[CH3:15]I.